From a dataset of Full USPTO retrosynthesis dataset with 1.9M reactions from patents (1976-2016). Predict the reactants needed to synthesize the given product. (1) Given the product [I:51][CH:2]1[C:6]2([CH2:11][CH2:10][N:9]([C:12]([O:14][C:15]([CH3:18])([CH3:17])[CH3:16])=[O:13])[CH2:8][CH2:7]2)[C:5](=[O:19])[N:4]([C:20]2[CH2:21][O:22][C:23](=[O:25])[CH:24]=2)[CH:3]1[CH3:26], predict the reactants needed to synthesize it. The reactants are: O[CH:2]1[C:6]2([CH2:11][CH2:10][N:9]([C:12]([O:14][C:15]([CH3:18])([CH3:17])[CH3:16])=[O:13])[CH2:8][CH2:7]2)[C:5](=[O:19])[N:4]([C:20]2[CH2:21][O:22][C:23](=[O:25])[CH:24]=2)[CH:3]1[CH3:26].C1C=CC(P(C2C=CC=CC=2)C2C=CC=CC=2)=CC=1.N1C=CN=C1.[I:51]I. (2) Given the product [F:7][CH:2]([F:6])[O:9][C:10]1[CH:17]=[CH:16][C:13]([CH:14]=[O:15])=[CH:12][C:11]=1[CH3:18], predict the reactants needed to synthesize it. The reactants are: Cl[C:2]([F:7])([F:6])C([O-])=O.[Na+].[OH:9][C:10]1[CH:17]=[CH:16][C:13]([CH:14]=[O:15])=[CH:12][C:11]=1[CH3:18].C(=O)([O-])[O-].[K+].[K+].Cl. (3) Given the product [Cl:1][C:2]1[CH:8]=[C:7]([S:9]([CH3:12])(=[O:11])=[O:10])[CH:6]=[CH:5][C:3]=1[I:18], predict the reactants needed to synthesize it. The reactants are: [Cl:1][C:2]1[CH:8]=[C:7]([S:9]([CH3:12])(=[O:11])=[O:10])[CH:6]=[CH:5][C:3]=1N.Cl.N([O-])=O.[Na+].[I-:18].[K+]. (4) Given the product [C:1]([C:5]1[CH:6]=[C:7]([CH:12]=[C:13]([Cl:15])[N:14]=1)[C:8]([OH:10])=[O:9])([CH3:4])([CH3:2])[CH3:3], predict the reactants needed to synthesize it. The reactants are: [C:1]([C:5]1[CH:6]=[C:7]([CH:12]=[C:13]([Cl:15])[N:14]=1)[C:8]([O:10]C)=[O:9])([CH3:4])([CH3:3])[CH3:2].[OH-].[Na+].Cl. (5) The reactants are: Cl[C:2]1[CH:3]=[CH:4][CH:5]=[C:6]2[C:11]=1[N:10]=[CH:9][C:8]([S:12]([C:15]1[CH:20]=[CH:19][CH:18]=[C:17]([F:21])[CH:16]=1)(=[O:14])=[O:13])=[CH:7]2.[N:22]1([C:28]([O:30][C:31]([CH3:34])([CH3:33])[CH3:32])=[O:29])[CH2:27][CH2:26][NH:25][CH2:24][CH2:23]1.CC(C)([O-])C.[Na+].C1(P(C2CCCCC2)C2C=CC=CC=2C2C(N(C)C)=CC=CC=2)CCCCC1. Given the product [F:21][C:17]1[CH:16]=[C:15]([S:12]([C:8]2[CH:9]=[N:10][C:11]3[C:6]([CH:7]=2)=[CH:5][CH:4]=[CH:3][C:2]=3[N:25]2[CH2:24][CH2:23][N:22]([C:28]([O:30][C:31]([CH3:34])([CH3:33])[CH3:32])=[O:29])[CH2:27][CH2:26]2)(=[O:14])=[O:13])[CH:20]=[CH:19][CH:18]=1, predict the reactants needed to synthesize it. (6) Given the product [CH2:1]([N:8]1[CH2:13][CH:12]2[C@@:10]([C:14]([OH:24])=[O:15])([CH2:11]2)[C@@H:9]1[C:16]1[CH:21]=[CH:20][CH:19]=[CH:18][CH:17]=1)[C:2]1[CH:3]=[CH:4][CH:5]=[CH:6][CH:7]=1, predict the reactants needed to synthesize it. The reactants are: [CH2:1]([N:8]1[CH2:13][CH:12]2[C@@:10]([CH2:14][OH:15])([CH2:11]2)[C@@H:9]1[C:16]1[CH:21]=[CH:20][CH:19]=[CH:18][CH:17]=1)[C:2]1[CH:7]=[CH:6][CH:5]=[CH:4][CH:3]=1.CC(C)=[O:24].OS(O)(=O)=O.O=[Cr](=O)=O. (7) The reactants are: [Cl:1][C:2]1[CH:7]=[CH:6][CH:5]=[C:4]([Cl:8])[C:3]=1[C:9]1[C:13]([CH2:14][O:15][C:16]2[CH:21]=[CH:20][C:19]([C:22]3[CH:31]=[C:30]4[C:25]([CH:26]=[CH:27][CH:28]=[C:29]4[C:32]([O:34]C)=[O:33])=[CH:24][CH:23]=3)=[CH:18][CH:17]=2)=[C:12]([CH:36]([CH3:38])[CH3:37])[O:11][N:10]=1.CO.[OH-].[Na+]. Given the product [Cl:8][C:4]1[CH:5]=[CH:6][CH:7]=[C:2]([Cl:1])[C:3]=1[C:9]1[C:13]([CH2:14][O:15][C:16]2[CH:21]=[CH:20][C:19]([C:22]3[CH:31]=[C:30]4[C:25]([CH:26]=[CH:27][CH:28]=[C:29]4[C:32]([OH:34])=[O:33])=[CH:24][CH:23]=3)=[CH:18][CH:17]=2)=[C:12]([CH:36]([CH3:38])[CH3:37])[O:11][N:10]=1, predict the reactants needed to synthesize it. (8) Given the product [OH:11][CH2:10][C:1]1([C:5]([O:7][CH2:8][CH3:9])=[O:6])[CH2:4][CH2:3][CH2:2]1, predict the reactants needed to synthesize it. The reactants are: [C:1]1([C:10](OCC)=[O:11])([C:5]([O:7][CH2:8][CH3:9])=[O:6])[CH2:4][CH2:3][CH2:2]1. (9) Given the product [CH2:12]([O:11][C:5]1[C:6]([OH:10])=[C:7]([C:2]([F:1])=[CH:3][CH:4]=1)[CH:8]=[O:9])[CH3:13], predict the reactants needed to synthesize it. The reactants are: [F:1][C:2]1[C:7]([CH:8]=[O:9])=[C:6]([OH:10])[C:5]([OH:11])=[CH:4][CH:3]=1.[CH2:12](Br)[CH3:13]. (10) The reactants are: [CH3:1][O:2][C:3]1[C:4]([C:10]2[CH:15]=[CH:14][C:13]([C:16]([F:19])([F:18])[F:17])=[CH:12][CH:11]=2)=[N:5][C:6]([CH3:9])=[CH:7][CH:8]=1.C1C(=O)N([Br:27])C(=O)C1.CC(N=NC(C#N)(C)C)(C#N)C. Given the product [Br:27][CH2:9][C:6]1[N:5]=[C:4]([C:10]2[CH:15]=[CH:14][C:13]([C:16]([F:19])([F:18])[F:17])=[CH:12][CH:11]=2)[C:3]([O:2][CH3:1])=[CH:8][CH:7]=1, predict the reactants needed to synthesize it.